Dataset: Drug-target binding data from BindingDB using Ki measurements. Task: Regression. Given a target protein amino acid sequence and a drug SMILES string, predict the binding affinity score between them. We predict pKi (pKi = -log10(Ki in M); higher means stronger inhibition). Dataset: bindingdb_ki. (1) The drug is N#Cc1cc(=O)[nH]c(=O)n1[C@@H]1O[C@H](CP(=O)([O-])[O-])[C@@H](O)[C@H]1F. The pKi is 4.4. The target protein (O26232) has sequence MRSRRVDVMDVMNRLILAMDLMNRDDALRVTGEVREYIDTVKIGYPLVLSEGMDIIAEFRKRFGCRIIADFKVADIPETNEKICRATFKAGADAIIVHGFRGADSVRACLNVAEEMGREVFLLTEMSHPGAEMFIQGAADEIARMGVDLGVKNYVGPSTRPERLSRLREIIGQDSFLISPGVGAQGGDPGETLRFADAIIVGRSIYLADNPAAAAAGIIESIKDLLNP. (2) The small molecule is CNCCCN1c2ccccc2CCc2ccccc21. The target is MLLARMKPQVQPELGGADQ. The pKi is 9.8. (3) The target protein (Q86XE5) has sequence MLGPQVWSSVRQGLSRSLSRNVGVWASGEGKKVDIAGIYPPVTTPFTATAEVDYGKLEENLHKLGTFPFRGFVVQGSNGEFPFLTSSERLEVVSRVRQAMPKNRLLLAGSGCESTQATVEMTVSMAQVGADAAMVVTPCYYRGRMSSAALIHHYTKVADLSPIPVVLYSVPANTGLDLPVDAVVTLSQHPNIVGMKDSGGDVTRIGLIVHKTRKQDFQVLAGSAGFLMASYALGAVGGVCALANVLGAQVCQLERLCCTGQWEDAQKLQHRLIEPNAAVTRRFGIPGLKKIMDWFGYYGGPCRAPLQELSPAEEEALRMDFTSNGWL. The pKi is 3.8. The small molecule is O=C(O)CCCCC(=O)C(=O)O. (4) The drug is O=C(O)CCC(=O)CF. The target protein (P0ACB2) has sequence MTDLIQRPRRLRKSPALRAMFEETTLSLNDLVLPIFVEEEIDDYKAVEAMPGVMRIPEKHLAREIERIANAGIRSVMTFGISHHTDETGSDAWREDGLVARMSRICKQTVPEMIVMSDTCFCEYTSHGHCGVLCEHGVDNDATLENLGKQAVVAAAAGADFIAPSAAMDGQVQAIRQALDAAGFKDTAIMSYSTKFASSFYGPFREAAGSALKGDRKSYQMNPMNRREAIRESLLDEAQGADCLMVKPAGAYLDIVRELRERTELPIGAYQVSGEYAMIKFAALAGAIDEEKVVLESLGSIKRAGADLIFSYFALDLAEKKILR. The pKi is 4.1. (5) The small molecule is N[C@H]1CCCC[C@H]1NC(=O)c1ccc2c3c(ncnc13)-c1ccccc1C2=O. The target protein (Q60748) has sequence MDAALLLSLLEANCSLALAEELLLDGWGVPPDPEGPYTYCNTTLDQIGTCWPQSAPGALVERPCPEYFNGIKYNTTRNAYRECLENGTWASRVNYSHCEPILDDKQRKYDLHYRIALIVNYLGHCVSVVALVAAFLLFLVLRSIRCLRNVIHWNLITTFILRNIAWFLLQLIDHEVHEGNEVWCRCITTIFNYFVVTNFFWMFVEGCYLHTAIVMTYSTEHLRKWLFLFIGWCIPCPIIIAWAVGKLYYENEQCWFGKEAGDLVDYIYQGPVMLVLLINFVFLFNIVRILMTKLRASTTSETIQYRKAVKATLVLLPLLGITYMLFFVNPGEDDLSQIVFIYFNSFLQSFQGFFVSVFYCFFNGEVRAALRKRWHRWQDHHALRVPVARAMSIPTSPTRISFHSIKQTAAV. The pKi is 5.0. (6) The drug is COc1cc2c(cc1OC(C)C)[C@H](c1ccc(Cl)cc1)N(c1ccc(N(C)C[C@H]3CC[C@H](N4CCN(C)C(=O)C4)CC3)cc1)C(=O)C2. The target protein (P56950) has sequence MCNTNMSVSTGGAVSTSQIPASEQETLVRPKPLLLKLLKSVGAQKDTYTMKEVIFYLGQYIMTKRLYDEKQQHIVYCSNDLLGDLFGVPSFSVKEHRKIYTMIYRNLVVVNQHEPSDSGTSVSENSCHREGGSDQKDPVQELQEEKPSSSDLISRPSTSSRRRTISETEEHADDLPGERQRKRHKSDSISLSFDESLALCVIREICCERSSSSESTGTPSNPDLDAGVSEHSGDWLDQDSVSDQFSVEFEVESLDSEDYSLSEEGQELSDEDDEVYRVTVYQAGESDTDSFEEDPEISLADYWKCTSCNEMNPPLPPHCNRCWALRENWLPEDKGKIPEKATPENSTQVEEGFDVPDCKKAAASDSRESCAEEIDDKITQASHSQESEDYSQPSTSNSIIYSSQEDVKEFEREETQDKEEIVESSFPLNAIEPCVICQGRPKNGCIVHGKTGHLMACFTCAKKLKKRNKPCPVCRQPIQMIVLTYFP. The pKi is 7.7. (7) The compound is C[C@]12CC[C@H]3[C@@H](CC[C@H]4C[C@@H](O)CC[C@@]43C)[C@@H]1CCC2=O. The target protein sequence is MQNCRKVADTLRKDSCDIIPDAAAPELKERALTIVVLGASGDLARNKTFPALFQLFCNGLIPRTINIVGYARTKMPDVEQWKKESLAKHFPRAKDRCPHIEAFLKTITYISGSYDGADDFFRLNDVITKFEESFPGKQKGGNRLFYLALPPSVFMHACTGIRTHVMQKPGLGWVRIIIEKPFGHDTESSNELSRQLEPLFEESQIFRIDHYLGKEMVQNIVVTRFANRVFSALWNNNNIACVRITFKESIGTEGRGGYFDKAGIIRDVVQNHLTQILSLLAMEKPRSLSPEDIRDEKVIVLRHVNPVTPADCVLGQYTRSEDGSIPGYLEDPTVPRGSKCATFVVLRLFINNDRWDGVPFIIEAGKAVERRYLGIRIQFKDEIRPFGVAAQRNELIIRAQPSEAMYLRLTAKTPGVLSDTHQTELDLSYEHRYNITLPDAYESLIHEALLGRSTNFVRKDELDAAWRIYTPLLEAIERGETTTYPYSAGSKGPAEAQKFV.... The pKi is 6.3.